This data is from Forward reaction prediction with 1.9M reactions from USPTO patents (1976-2016). The task is: Predict the product of the given reaction. (1) Given the reactants [N:1]1([CH2:6][C:7]2[CH:23]=[CH:22][C:10]([CH2:11][N:12]3[CH:20]=[C:19]4[C:14]([N:15]=[CH:16][N:17]=[C:18]4Cl)=[N:13]3)=[CH:9][CH:8]=2)[CH:5]=[CH:4][CH:3]=[N:2]1.[NH2:24][CH2:25][C:26]1[CH:40]=[CH:39][C:38]([O:41][CH3:42])=[CH:37][C:27]=1[O:28][CH2:29][C:30]([O:32][C:33]([CH3:36])([CH3:35])[CH3:34])=[O:31].CCN(C(C)C)C(C)C, predict the reaction product. The product is: [N:1]1([CH2:6][C:7]2[CH:23]=[CH:22][C:10]([CH2:11][N:12]3[CH:20]=[C:19]4[C:14]([N:15]=[CH:16][N:17]=[C:18]4[NH:24][CH2:25][C:26]4[CH:40]=[CH:39][C:38]([O:41][CH3:42])=[CH:37][C:27]=4[O:28][CH2:29][C:30]([O:32][C:33]([CH3:36])([CH3:35])[CH3:34])=[O:31])=[N:13]3)=[CH:9][CH:8]=2)[CH:5]=[CH:4][CH:3]=[N:2]1. (2) Given the reactants C[O:2][C:3]([C:5]1[CH:10]=[C:9]([N:11]2[CH2:16][CH2:15][N:14]([C:17]([O:19][C:20]([CH3:23])([CH3:22])[CH3:21])=[O:18])[CH2:13][CH2:12]2)[N:8]=[C:7]([C:24]2[CH:29]=[CH:28][N:27]=[C:26]([F:30])[CH:25]=2)[C:6]=1[C:31]1[CH:36]=[CH:35][CH:34]=[CH:33][CH:32]=1)=[O:4].O.O[Li].O, predict the reaction product. The product is: [C:20]([O:19][C:17]([N:14]1[CH2:15][CH2:16][N:11]([C:9]2[N:8]=[C:7]([C:24]3[CH:29]=[CH:28][N:27]=[C:26]([F:30])[CH:25]=3)[C:6]([C:31]3[CH:36]=[CH:35][CH:34]=[CH:33][CH:32]=3)=[C:5]([C:3]([OH:4])=[O:2])[CH:10]=2)[CH2:12][CH2:13]1)=[O:18])([CH3:23])([CH3:21])[CH3:22]. (3) The product is: [CH2:1]([N:3]1[C:7]([C:8]2[CH:18]=[CH:17][C:11]3[O:12][CH2:13][C:14](=[O:16])[NH:15][C:10]=3[CH:9]=2)=[C:6]([C:25]2[CH:26]=[CH:27][C:22]([F:21])=[CH:23][CH:24]=2)[C:5]([CH3:20])=[N:4]1)[CH3:2]. Given the reactants [CH2:1]([N:3]1[C:7]([C:8]2[CH:18]=[CH:17][C:11]3[O:12][CH2:13][C:14](=[O:16])[NH:15][C:10]=3[CH:9]=2)=[C:6](I)[C:5]([CH3:20])=[N:4]1)[CH3:2].[F:21][C:22]1[CH:27]=[CH:26][C:25](B(O)O)=[CH:24][CH:23]=1, predict the reaction product. (4) The product is: [N:7]1[CH:8]=[CH:9][CH:10]=[C:5]([C:2]2[NH:3][C:15]([CH2:14][OH:13])=[CH:17][N:4]=2)[CH:6]=1. Given the reactants Cl.[C:2]([C:5]1[CH:6]=[N:7][CH:8]=[CH:9][CH:10]=1)(=[NH:4])[NH2:3].[CH2:14]1[O:13][C:15](O)([CH2:17]O)[CH2:14][O:13][C:15]1(O)[CH2:17]O.[Cl-].[NH4+].[Cl-].[Na+], predict the reaction product. (5) Given the reactants C1([Li])C=CC=CC=1.[CH:8]1[N:9]=[CH:10][N:11]2[CH:16]=[CH:15][CH:14]=[CH:13][C:12]=12.[O:17]=[C:18]1[CH2:23][CH2:22][N:21]([C:24]([O:26][C:27]([CH3:30])([CH3:29])[CH3:28])=[O:25])[CH2:20][CH2:19]1, predict the reaction product. The product is: [OH:17][C:18]1([C:10]2[N:11]3[CH:16]=[CH:15][CH:14]=[CH:13][C:12]3=[CH:8][N:9]=2)[CH2:19][CH2:20][N:21]([C:24]([O:26][C:27]([CH3:30])([CH3:29])[CH3:28])=[O:25])[CH2:22][CH2:23]1. (6) Given the reactants [CH2:1]1[CH:10]2[CH:5]([CH2:6][CH2:7][CH2:8][CH2:9]2)CC[CH2:2]1.[O:11]=O.[C:13]([OH:16])(=O)[CH3:14], predict the reaction product. The product is: [OH:11][CH:14]1[CH:13]([OH:16])[CH:5]2[CH:10]([CH2:9][CH2:8][CH2:7][CH2:6]2)[CH2:1][CH2:2]1.